Dataset: Reaction yield outcomes from USPTO patents with 853,638 reactions. Task: Predict the reaction yield, written as a fraction of the theoretical maximum amount of product (1.0 means a 100% yield; for example, 0.34 means a 34% yield). (1) The reactants are Br[C:2]1[CH:7]=[CH:6][CH:5]=[C:4]([CH2:8][F:9])[N:3]=1.[CH2:10]([N:14]1[N:18]=[C:17]2[CH:19]=[CH:20][C:21]([CH3:24])=[C:22]([CH3:23])[C:16]2=[N:15]1)[CH2:11][C:12]#[CH:13]. No catalyst specified. The product is [F:9][CH2:8][C:4]1[N:3]=[C:2]([C:13]#[C:12][CH2:11][CH2:10][N:14]2[N:18]=[C:17]3[CH:19]=[CH:20][C:21]([CH3:24])=[C:22]([CH3:23])[C:16]3=[N:15]2)[CH:7]=[CH:6][CH:5]=1. The yield is 0.400. (2) The reactants are [CH3:1][O:2][C:3]1[CH:4]=[C:5]([CH:7]=[CH:8][C:9]=1[C:10]1[O:14][CH:13]=[N:12][CH:11]=1)[NH2:6].[C:15]([C:17]1[CH:18]=[C:19]([N:23]=[C:24]=[O:25])[CH:20]=[CH:21][CH:22]=1)#[N:16]. The catalyst is C(Cl)Cl. The product is [C:15]([C:17]1[CH:18]=[C:19]([NH:23][C:24]([NH:6][C:5]2[CH:7]=[CH:8][C:9]([C:10]3[O:14][CH:13]=[N:12][CH:11]=3)=[C:3]([O:2][CH3:1])[CH:4]=2)=[O:25])[CH:20]=[CH:21][CH:22]=1)#[N:16]. The yield is 0.890.